Dataset: Forward reaction prediction with 1.9M reactions from USPTO patents (1976-2016). Task: Predict the product of the given reaction. (1) Given the reactants C[O:2][C:3](=[O:44])[CH2:4][C:5]1[CH:10]=[CH:9][CH:8]=[C:7]([CH2:11][C@@H:12]([NH:14][CH2:15][C@@H:16]([C:25]2[CH:34]=[CH:33][C:32]([O:35][CH2:36][C:37]3[CH:42]=[CH:41][CH:40]=[CH:39][CH:38]=3)=[C:31]3[C:26]=2[CH:27]=[CH:28][C:29](=[O:43])[NH:30]3)[O:17][Si:18]([C:21]([CH3:24])([CH3:23])[CH3:22])([CH3:20])[CH3:19])[CH3:13])[CH:6]=1.[OH-].[Li+].Cl, predict the reaction product. The product is: [CH2:36]([O:35][C:32]1[CH:33]=[CH:34][C:25]([C@@H:16]([O:17][Si:18]([C:21]([CH3:22])([CH3:24])[CH3:23])([CH3:20])[CH3:19])[CH2:15][NH:14][C@@H:12]([CH3:13])[CH2:11][C:7]2[CH:6]=[C:5]([CH2:4][C:3]([OH:44])=[O:2])[CH:10]=[CH:9][CH:8]=2)=[C:26]2[C:31]=1[NH:30][C:29](=[O:43])[CH:28]=[CH:27]2)[C:37]1[CH:38]=[CH:39][CH:40]=[CH:41][CH:42]=1. (2) Given the reactants [Br:1][C:2]1[CH:7]=[CH:6][C:5]([CH:8]2[CH2:13][CH2:12][N:11]([C:14]([O:16][C:17]([CH3:20])([CH3:19])[CH3:18])=[O:15])[CH2:10][CH:9]2[OH:21])=[CH:4][CH:3]=1.Br[CH2:23][C:24]1[CH:33]=[CH:32][C:31]2[C:26](=[CH:27][CH:28]=[CH:29][CH:30]=2)[CH:25]=1, predict the reaction product. The product is: [Br:1][C:2]1[CH:3]=[CH:4][C:5]([CH:8]2[CH2:13][CH2:12][N:11]([C:14]([O:16][C:17]([CH3:18])([CH3:20])[CH3:19])=[O:15])[CH2:10][CH:9]2[O:21][CH2:23][C:24]2[CH:33]=[CH:32][C:31]3[C:26](=[CH:27][CH:28]=[CH:29][CH:30]=3)[CH:25]=2)=[CH:6][CH:7]=1. (3) Given the reactants [C:1]([O:5][C:6]([N:8]1[CH2:13][CH2:12][N:11]2[N:14]=[C:15]([C:17]([F:20])([F:19])[F:18])[N:16]=[C:10]2[CH2:9]1)=[O:7])([CH3:4])([CH3:3])[CH3:2].C([Li])(CC)C.[CH:26]1([CH:29]=[O:30])[CH2:28][CH2:27]1, predict the reaction product. The product is: [C:1]([O:5][C:6]([N:8]1[CH2:13][CH2:12][N:11]2[N:14]=[C:15]([C:17]([F:18])([F:19])[F:20])[N:16]=[C:10]2[CH:9]1[CH:29]([CH:26]1[CH2:28][CH2:27]1)[OH:30])=[O:7])([CH3:4])([CH3:2])[CH3:3]. (4) Given the reactants [CH3:1][O:2][C:3](=[O:11])[C:4]1[CH:9]=[CH:8][C:7]([NH2:10])=[N:6][CH:5]=1.[O:12]1CCO[CH2:14][CH2:13]1.C(OC(=O)C)(=O)C, predict the reaction product. The product is: [CH3:1][O:2][C:3](=[O:11])[C:4]1[CH:9]=[CH:8][C:7]([NH:10][C:13](=[O:12])[CH3:14])=[N:6][CH:5]=1. (5) Given the reactants [CH3:1][C:2]([O:5][C:6]([N:8]1[C@H:12]([C:13]([OH:15])=[O:14])[CH2:11][CH:10]([OH:16])[CH2:9]1)=[O:7])([CH3:4])[CH3:3].CC([O-])(C)C.[K+].Cl[N:24]1[C:33]2[C:28](=[CH:29][CH:30]=[CH:31][CH:32]=2)[CH:27]=[CH:26][CH2:25]1, predict the reaction product. The product is: [C:2]([O:5][C:6]([N:8]1[CH2:9][C@H:10]([O:16][C:27]2[C:28]3[C:33](=[CH:32][CH:31]=[CH:30][CH:29]=3)[N:24]=[CH:25][CH:26]=2)[CH2:11][C@H:12]1[C:13]([OH:15])=[O:14])=[O:7])([CH3:1])([CH3:3])[CH3:4]. (6) Given the reactants [Cl-].[OH:2][NH3+:3].[C:4](=[O:7])([O-])O.[Na+].CS(C)=O.[Si]([O:20][C:21]([C@H:24]1[CH2:29][CH2:28][C@H:27]([O:30][C:31]2[CH:36]=[CH:35][C:34]([N:37]3[C:42](=[O:43])[C:41]([CH2:44][C:45]4[CH:50]=[CH:49][C:48]([C:51]5[C:52]([C:57]#[N:58])=[CH:53][CH:54]=[CH:55][CH:56]=5)=[CH:47][CH:46]=4)=[C:40]([CH2:59][CH2:60][CH3:61])[N:39]=[C:38]3[CH2:62][CH3:63])=[CH:33][CH:32]=2)[CH2:26][CH2:25]1)([CH3:23])[CH3:22])(C(C)(C)C)(C)C, predict the reaction product. The product is: [CH2:62]([C:38]1[N:37]([C:34]2[CH:33]=[CH:32][C:31]([O:30][C@H:27]3[CH2:26][CH2:25][C@H:24]([C:21]([OH:20])([CH3:23])[CH3:22])[CH2:29][CH2:28]3)=[CH:36][CH:35]=2)[C:42](=[O:43])[C:41]([CH2:44][C:45]2[CH:46]=[CH:47][C:48]([C:51]3[CH:56]=[CH:55][CH:54]=[CH:53][C:52]=3[C:57]3[NH:58][C:4](=[O:7])[O:2][N:3]=3)=[CH:49][CH:50]=2)=[C:40]([CH2:59][CH2:60][CH3:61])[N:39]=1)[CH3:63]. (7) Given the reactants [CH2:1]([NH:3][CH2:4][CH3:5])[CH3:2].C1(C)C=CC(S([O-])=O)=CC=1.[Na+].CN1CCN(C)C1=O.[CH:25]([C:29]1[C:30]([NH:38][CH2:39][C:40]([F:43])([F:42])[F:41])=[N:31][C:32]([S:36][CH3:37])=[N:33][C:34]=1Cl)([CH2:27][CH3:28])[CH3:26], predict the reaction product. The product is: [CH:25]([C:29]1[C:34]([N:3]([CH2:4][CH3:5])[CH2:1][CH3:2])=[N:33][C:32]([S:36][CH3:37])=[N:31][C:30]=1[NH:38][CH2:39][C:40]([F:43])([F:42])[F:41])([CH2:27][CH3:28])[CH3:26]. (8) Given the reactants [F:1][C:2]1[CH:3]=[CH:4][C:5]([C:18]([F:21])([F:20])[F:19])=[C:6]2[C:10]=1[N:9]([CH2:11][CH2:12][O:13][CH3:14])[CH:8]=[C:7]2[C:15](O)=[O:16].CCN(CC)CC.Cl.[F:30][C:31]([F:50])([F:49])[C:32]([NH:34][CH2:35][C:36]1[CH:41]=[CH:40][C:39]([F:42])=[C:38]([CH:43]2[CH2:48][CH2:47][NH:46][CH2:45][CH2:44]2)[CH:37]=1)=[O:33].CCN=C=NCCCN(C)C, predict the reaction product. The product is: [F:50][C:31]([F:49])([F:30])[C:32]([NH:34][CH2:35][C:36]1[CH:41]=[CH:40][C:39]([F:42])=[C:38]([CH:43]2[CH2:48][CH2:47][N:46]([C:15]([C:7]3[C:6]4[C:10](=[C:2]([F:1])[CH:3]=[CH:4][C:5]=4[C:18]([F:21])([F:19])[F:20])[N:9]([CH2:11][CH2:12][O:13][CH3:14])[CH:8]=3)=[O:16])[CH2:45][CH2:44]2)[CH:37]=1)=[O:33]. (9) Given the reactants C(Cl)(=O)C(Cl)=O.CS(C)=O.[OH:11][CH2:12][CH:13]1[CH2:18][CH2:17][N:16]([C:19]([O:21][CH2:22][CH3:23])=[O:20])[CH2:15][CH2:14]1.C(N(CC)CC)C, predict the reaction product. The product is: [CH:12]([CH:13]1[CH2:18][CH2:17][N:16]([C:19]([O:21][CH2:22][CH3:23])=[O:20])[CH2:15][CH2:14]1)=[O:11]. (10) Given the reactants [OH:1][C:2]1[CH:3]=[CH:4][C:5]2[C:15]3[C:10](=[CH:11][N:12]=[C:13]([NH:16][C:17](=[O:19])[CH3:18])[CH:14]=3)[CH2:9][O:8][C:6]=2[CH:7]=1.[CH3:20][C@:21]1([CH2:38][C:39]([CH3:41])=[CH2:40])[CH2:25]OS(=O)(=O)[N:22]1[C:28]([O:30][CH2:31][C:32]1[CH:37]=[CH:36][CH:35]=[CH:34][CH:33]=1)=[O:29].C(=O)([O-])[O-].[K+].[K+].CN1C(=O)CCC1, predict the reaction product. The product is: [C:17]([NH:16][C:13]1[CH:14]=[C:15]2[C:5]3[CH:4]=[CH:3][C:2]([O:1][CH2:25][C@:21]([NH:22][C:28](=[O:29])[O:30][CH2:31][C:32]4[CH:37]=[CH:36][CH:35]=[CH:34][CH:33]=4)([CH3:20])[CH2:38][C:39]([CH3:41])=[CH2:40])=[CH:7][C:6]=3[O:8][CH2:9][C:10]2=[CH:11][N:12]=1)(=[O:19])[CH3:18].